Predict the reaction yield, written as a fraction of the theoretical maximum amount of product (1.0 means a 100% yield; for example, 0.34 means a 34% yield). From a dataset of Reaction yield outcomes from USPTO patents with 853,638 reactions. The reactants are [CH3:1][C:2]1[O:8][CH:7]=[C:6]([OH:9])[C:4](=[O:5])[CH:3]=1.C(N(CC)CC)C.[O:17]1[CH:21]=[CH:20][CH:19]=[C:18]1[C:22](Cl)=[O:23]. The yield is 0.700. The product is [O:17]1[CH:21]=[CH:20][CH:19]=[C:18]1[C:22]([O:9][C:6]1[C:4](=[O:5])[CH:3]=[C:2]([CH3:1])[O:8][CH:7]=1)=[O:23]. The catalyst is C1COCC1.